This data is from Reaction yield outcomes from USPTO patents with 853,638 reactions. The task is: Predict the reaction yield, written as a fraction of the theoretical maximum amount of product (1.0 means a 100% yield; for example, 0.34 means a 34% yield). (1) The reactants are [C:1]([O:20][CH2:21][CH2:22][N:23]([CH2:31][CH2:32][O:33][C:34](=[O:52])[CH2:35][CH2:36][CH2:37][CH2:38][CH2:39][CH2:40][CH2:41]/[CH:42]=[CH:43]\[CH2:44][CH2:45][CH2:46][CH2:47][CH2:48][CH2:49][CH2:50][CH3:51])C(=O)OC(C)(C)C)(=[O:19])[CH2:2][CH2:3][CH2:4][CH2:5][CH2:6][CH2:7][CH2:8]/[CH:9]=[CH:10]\[CH2:11][CH2:12][CH2:13][CH2:14][CH2:15][CH2:16][CH2:17][CH3:18].FC(F)(F)C(O)=O. The catalyst is ClCCl. The product is [C:1]([O:20][CH2:21][CH2:22][NH:23][CH2:31][CH2:32][O:33][C:34](=[O:52])[CH2:35][CH2:36][CH2:37][CH2:38][CH2:39][CH2:40][CH2:41]/[CH:42]=[CH:43]\[CH2:44][CH2:45][CH2:46][CH2:47][CH2:48][CH2:49][CH2:50][CH3:51])(=[O:19])[CH2:2][CH2:3][CH2:4][CH2:5][CH2:6][CH2:7][CH2:8]/[CH:9]=[CH:10]\[CH2:11][CH2:12][CH2:13][CH2:14][CH2:15][CH2:16][CH2:17][CH3:18]. The yield is 0.946. (2) The reactants are [C:1]([N:4]1[CH2:9][CH2:8][N:7]([CH2:10][CH2:11][CH2:12][O:13][C:14]2[CH:23]=[C:22]3[C:17]([C:18](Cl)=[N:19][CH:20]=[N:21]3)=[CH:16][C:15]=2[O:25][CH3:26])[CH2:6][CH2:5]1)(=[O:3])[CH3:2].[OH:27][C:28]1[CH:29]=[C:30]2[C:34](=[CH:35][CH:36]=1)[NH:33][N:32]=[CH:31]2.C(=O)([O-])[O-].[Cs+].[Cs+]. The catalyst is CC(C)=O. The product is [C:1]([N:4]1[CH2:9][CH2:8][N:7]([CH2:10][CH2:11][CH2:12][O:13][C:14]2[CH:23]=[C:22]3[C:17]([C:18]([O:27][C:28]4[CH:29]=[C:30]5[C:34](=[CH:35][CH:36]=4)[NH:33][N:32]=[CH:31]5)=[N:19][CH:20]=[N:21]3)=[CH:16][C:15]=2[O:25][CH3:26])[CH2:6][CH2:5]1)(=[O:3])[CH3:2]. The yield is 0.430. (3) The reactants are [CH2:1]([O:8][C:9]1[C:18]2[C:13](=[CH:14][CH:15]=[C:16](Br)[CH:17]=2)[CH:12]=[C:11]([Cl:20])[N:10]=1)[C:2]1[CH:7]=[CH:6][CH:5]=[CH:4][CH:3]=1.[CH3:21][O:22][C:23]1[CH:24]=[C:25](B(O)O)[CH:26]=[CH:27][CH:28]=1.C([O-])([O-])=O.[K+].[K+]. The catalyst is O1CCOCC1.O.Cl[Pd](Cl)([P](C1C=CC=CC=1)(C1C=CC=CC=1)C1C=CC=CC=1)[P](C1C=CC=CC=1)(C1C=CC=CC=1)C1C=CC=CC=1. The product is [CH2:1]([O:8][C:9]1[C:18]2[C:13](=[CH:14][CH:15]=[C:16]([C:27]3[CH:26]=[CH:25][CH:24]=[C:23]([O:22][CH3:21])[CH:28]=3)[CH:17]=2)[CH:12]=[C:11]([Cl:20])[N:10]=1)[C:2]1[CH:7]=[CH:6][CH:5]=[CH:4][CH:3]=1. The yield is 0.370. (4) The reactants are C[C:2]1(C)C2[C:5](=CC=CC=2)[NH:4][C:3]1=O.COCCO[AlH2-]OCCOC.[Na+].[C:25]1([CH3:31])[CH:30]=[CH:29][CH:28]=[CH:27][CH:26]=1. No catalyst specified. The product is [CH3:2][CH:3]1[CH2:31][C:25]2[C:30](=[CH:29][CH:28]=[CH:27][CH:26]=2)[N:4]1[CH3:5]. The yield is 0.600. (5) The reactants are [C:1]([O:5][C:6](=[O:27])[NH:7][C@H:8]1[CH2:16][O:15][CH2:14][C@H:13]([CH2:17][C:18]2[CH:23]=[CH:22][CH:21]=[CH:20][CH:19]=2)[C@@H:12]([OH:24])[C@H:11]([CH3:25])[O:10][C:9]1=[O:26])([CH3:4])([CH3:3])[CH3:2].[C:28](Cl)(=[O:32])[CH:29]([CH3:31])[CH3:30].O. The catalyst is N1C=CC=CC=1. The product is [C:28]([O:24][C@@H:12]1[C@@H:13]([CH2:17][C:18]2[CH:23]=[CH:22][CH:21]=[CH:20][CH:19]=2)[CH2:14][O:15][CH2:16][C@H:8]([NH:7][C:6]([O:5][C:1]([CH3:2])([CH3:4])[CH3:3])=[O:27])[C:9](=[O:26])[O:10][C@H:11]1[CH3:25])(=[O:32])[CH:29]([CH3:31])[CH3:30]. The yield is 0.530. (6) The reactants are Cl[C:2]1[N:7]2[N:8]=[C:9]([CH3:11])[CH:10]=[C:6]2[N:5]=[C:4]([NH:12][C:13](=[O:24])[C:14]2[CH:19]=[CH:18][C:17]([C:20]([OH:23])([CH3:22])[CH3:21])=[CH:16][CH:15]=2)[CH:3]=1.[N:25]1([C:32](=[O:34])[CH3:33])[CH2:31][CH2:30][CH2:29][NH:28][CH2:27][CH2:26]1. The catalyst is CN(C=O)C.CS(C)=O.CO. The product is [C:32]([N:25]1[CH2:31][CH2:30][CH2:29][N:28]([C:2]2[N:7]3[N:8]=[C:9]([CH3:11])[CH:10]=[C:6]3[N:5]=[C:4]([NH:12][C:13](=[O:24])[C:14]3[CH:19]=[CH:18][C:17]([C:20]([OH:23])([CH3:22])[CH3:21])=[CH:16][CH:15]=3)[CH:3]=2)[CH2:27][CH2:26]1)(=[O:34])[CH3:33]. The yield is 0.780. (7) The reactants are [NH2:1][C:2]1[S:3][C:4]2[C:9]([NH:10][C@H:11]([CH2:14][CH2:15][CH3:16])[CH2:12]O)=[N:8][C:7]([S:17]CC3C=CC=CC=3)=[N:6][C:5]=2[N:25]=1.[Na]. The catalyst is N. The product is [NH2:1][C:2]1[S:3][C:4]2[C:9]([NH:10][C@@H:11]([CH2:14][CH2:15][CH3:16])[CH3:12])=[N:8][C:7]([SH:17])=[N:6][C:5]=2[N:25]=1. The yield is 0.800.